From a dataset of Catalyst prediction with 721,799 reactions and 888 catalyst types from USPTO. Predict which catalyst facilitates the given reaction. The catalyst class is: 66. Product: [Cl:1][C:2]1[N:10]=[C:9]2[C:5]([N:6]=[CH:7][N:8]2[CH:11]2[CH2:15][CH2:14][CH2:13][CH2:12]2)=[C:4]([NH:27][CH2:26][CH2:25][C:22]2[CH:23]=[CH:24][C:19]([O:18][CH3:17])=[CH:20][CH:21]=2)[N:3]=1. Reactant: [Cl:1][C:2]1[N:10]=[C:9]2[C:5]([N:6]=[CH:7][N:8]2[CH:11]2[CH2:15][CH2:14][CH2:13][CH2:12]2)=[C:4](Cl)[N:3]=1.[CH3:17][O:18][C:19]1[CH:24]=[CH:23][C:22]([CH2:25][CH2:26][NH2:27])=[CH:21][CH:20]=1.